Dataset: Merck oncology drug combination screen with 23,052 pairs across 39 cell lines. Task: Regression. Given two drug SMILES strings and cell line genomic features, predict the synergy score measuring deviation from expected non-interaction effect. Drug 1: CCN(CC)CCNC(=O)c1c(C)[nH]c(C=C2C(=O)Nc3ccc(F)cc32)c1C. Drug 2: COC1CC2CCC(C)C(O)(O2)C(=O)C(=O)N2CCCCC2C(=O)OC(C(C)CC2CCC(OP(C)(C)=O)C(OC)C2)CC(=O)C(C)C=C(C)C(O)C(OC)C(=O)C(C)CC(C)C=CC=CC=C1C. Cell line: OV90. Synergy scores: synergy=24.2.